This data is from Reaction yield outcomes from USPTO patents with 853,638 reactions. The task is: Predict the reaction yield, written as a fraction of the theoretical maximum amount of product (1.0 means a 100% yield; for example, 0.34 means a 34% yield). (1) The reactants are [N+:1]([C:4]1[CH:14]=[CH:13][C:7]([O:8][CH2:9][CH:10]2[CH2:12][O:11]2)=[CH:6][CH:5]=1)([O-:3])=[O:2].[CH2:15]([NH:17][CH2:18][CH3:19])[CH3:16].O1CC1. The catalyst is CCO. The product is [CH2:15]([N:17]([CH2:18][CH3:19])[CH2:12][CH:10]([OH:11])[CH2:9][O:8][C:7]1[CH:13]=[CH:14][C:4]([N+:1]([O-:3])=[O:2])=[CH:5][CH:6]=1)[CH3:16]. The yield is 0.890. (2) The reactants are [ClH:1].Cl.[C:3]1([NH2:11])[C:4]([NH2:10])=[CH:5][C:6]([NH2:9])=[CH:7][CH:8]=1.[OH:12][C:13]1[CH:18]=[CH:17][C:16]([C:19]([C:21]([C:23]2[CH:28]=[CH:27][C:26]([OH:29])=[CH:25][CH:24]=2)=O)=O)=[CH:15][CH:14]=1. The catalyst is O1CCOCC1.O. The product is [ClH:1].[ClH:1].[OH:12][C:13]1[CH:14]=[CH:15][C:16]([C:19]2[C:21]([C:23]3[CH:24]=[CH:25][C:26]([OH:29])=[CH:27][CH:28]=3)=[N:10][C:4]3[C:3](=[CH:8][CH:7]=[C:6]([NH2:9])[CH:5]=3)[N:11]=2)=[CH:17][CH:18]=1. The yield is 0.837. (3) The reactants are [Cl:1][C:2]1[CH:3]=[CH:4][C:5]([CH3:15])=[C:6]([N:8]2[C:12]([NH2:13])=[CH:11][C:10]([CH3:14])=[N:9]2)[CH:7]=1.[N:16]1[N:20]2[CH:21]=[CH:22][CH:23]=[N:24][C:19]2=[C:18]([C:25](O)=[O:26])[CH:17]=1.F[P-](F)(F)(F)(F)F.N1(O[P+](N2CCCC2)(N2CCCC2)N2CCCC2)C2N=CC=CC=2N=N1.C(N(CC)C(C)C)(C)C. The catalyst is CN(C)C1C=CN=CC=1.CN(C)C=O. The product is [Cl:1][C:2]1[CH:3]=[CH:4][C:5]([CH3:15])=[C:6]([N:8]2[C:12]([NH:13][C:25]([C:18]3[CH:17]=[N:16][N:20]4[CH:21]=[CH:22][CH:23]=[N:24][C:19]=34)=[O:26])=[CH:11][C:10]([CH3:14])=[N:9]2)[CH:7]=1. The yield is 0.300. (4) The reactants are [CH3:1][C:2](=[O:7])[CH2:3][C:4](=[O:6])[CH3:5].[OH:8][C:9]1[CH:16]=[CH:15][C:12]([CH:13]=O)=[CH:11][C:10]=1[O:17][CH3:18].B([O:20][CH2:21][CH2:22][CH2:23]C)([O:20][CH2:21][CH2:22][CH2:23]C)[O:20][CH2:21][CH2:22][CH2:23]C.[CH2:35](N)[CH2:36][CH2:37][CH3:38].Cl.[C:41](OCC)(=[O:43])C. No catalyst specified. The product is [OH:8][C:9]1[CH:16]=[CH:15][C:12]([CH:13]=[CH:1][C:2](=[O:7])[CH2:3][C:4](=[O:6])[CH:5]=[CH:38][C:37]2[CH:23]=[CH:22][C:21]([OH:20])=[C:35]([O:43][CH3:41])[CH:36]=2)=[CH:11][C:10]=1[O:17][CH3:18]. The yield is 0.770. (5) The reactants are [CH3:1][O:2][CH2:3][C:4]1[CH:9]=[C:8]([C:10]([O:12]C)=[O:11])[CH:7]=[CH:6][C:5]=1[C:14]1[CH:19]=[CH:18][CH:17]=[CH:16][C:15]=1[CH3:20].[OH-].[Na+].O. The catalyst is CCO. The product is [CH3:1][O:2][CH2:3][C:4]1[CH:9]=[C:8]([C:10]([OH:12])=[O:11])[CH:7]=[CH:6][C:5]=1[C:14]1[CH:19]=[CH:18][CH:17]=[CH:16][C:15]=1[CH3:20]. The yield is 0.920. (6) The reactants are [C:1]([O:5][C:6](=[O:9])[CH2:7][NH2:8])([CH3:4])([CH3:3])[CH3:2].[CH:10]1([CH:16]=O)[CH2:15][CH2:14][CH2:13][CH2:12][CH2:11]1. The catalyst is C(Cl)Cl. The product is [C:1]([O:5][C:6](=[O:9])[CH2:7]/[N:8]=[CH:16]/[CH:10]1[CH2:15][CH2:14][CH2:13][CH2:12][CH2:11]1)([CH3:4])([CH3:3])[CH3:2]. The yield is 1.00. (7) The catalyst is C1CCC(P(C2CCCCC2)C2CCCCC2)CC1.C1CCC(P(C2CCCCC2)C2CCCCC2)CC1.[Pd]. The yield is 0.440. The reactants are Br[C:2]1[CH:3]=[C:4]([CH3:9])[C:5]([NH2:8])=[N:6][CH:7]=1.CC1(C)C(C)(C)OB([C:18]2[CH:25]=[CH:24][C:21]([CH2:22][NH2:23])=[CH:20][CH:19]=2)O1.Cl.O1CCOCC1.C(=O)(O)[O-].[Na+].O. The product is [NH2:23][CH2:22][C:21]1[CH:24]=[CH:25][C:18]([C:2]2[CH:3]=[C:4]([CH3:9])[C:5]([NH2:8])=[N:6][CH:7]=2)=[CH:19][CH:20]=1.